Dataset: Full USPTO retrosynthesis dataset with 1.9M reactions from patents (1976-2016). Task: Predict the reactants needed to synthesize the given product. (1) The reactants are: [Si:1]([O:8][CH:9]1[CH2:14][CH2:13][N:12]([C:15]([O:17][C:18]([CH3:21])([CH3:20])[CH3:19])=[O:16])[CH2:11][CH:10]1[C:22](OC)=[O:23])([C:4]([CH3:7])([CH3:6])[CH3:5])([CH3:3])[CH3:2].[Li+].[BH4-].C(O)(=O)CC(CC(O)=O)(C(O)=O)O. Given the product [Si:1]([O:8][CH:9]1[CH2:14][CH2:13][N:12]([C:15]([O:17][C:18]([CH3:21])([CH3:20])[CH3:19])=[O:16])[CH2:11][CH:10]1[CH2:22][OH:23])([C:4]([CH3:7])([CH3:6])[CH3:5])([CH3:3])[CH3:2], predict the reactants needed to synthesize it. (2) Given the product [Cl:1][C:2]1[CH:7]=[C:6]([Cl:8])[CH:5]=[CH:4][C:3]=1[C@H:9]1[C:14]([C:15]([O:17][C@H:18]([CH3:24])[C:19]([O:21][CH2:22][CH3:23])=[O:20])=[O:16])=[C:13]([CH2:25][N:32]2[CH2:37][CH2:36][O:35][CH2:34][CH2:33]2)[NH:12][C:11]([C:27]2[S:28][CH:29]=[CH:30][N:31]=2)=[N:10]1, predict the reactants needed to synthesize it. The reactants are: [Cl:1][C:2]1[CH:7]=[C:6]([Cl:8])[CH:5]=[CH:4][C:3]=1[C@H:9]1[C:14]([C:15]([O:17][C@H:18]([CH3:24])[C:19]([O:21][CH2:22][CH3:23])=[O:20])=[O:16])=[C:13]([CH2:25]Br)[NH:12][C:11]([C:27]2[S:28][CH:29]=[CH:30][N:31]=2)=[N:10]1.[NH:32]1[CH2:37][CH2:36][O:35][CH2:34][CH2:33]1. (3) Given the product [C:27]([O:31][C:32]([N:34]1[CH2:39][CH2:38][CH2:37][C@H:36]([NH:40][C:24]([C:21]2[C:17]3[N:18]=[CH:19][N:20]=[C:15]([C:7]4[C:8]5[O:12][CH2:11][O:10][C:9]=5[CH:13]=[CH:14][C:6]=4[O:5][CH2:4][CH:1]4[CH2:3][CH2:2]4)[C:16]=3[NH:23][CH:22]=2)=[O:25])[CH2:35]1)=[O:33])([CH3:30])([CH3:28])[CH3:29], predict the reactants needed to synthesize it. The reactants are: [CH:1]1([CH2:4][O:5][C:6]2[CH:14]=[CH:13][C:9]3[O:10][CH2:11][O:12][C:8]=3[C:7]=2[C:15]2[C:16]3[NH:23][CH:22]=[C:21]([C:24](O)=[O:25])[C:17]=3[N:18]=[CH:19][N:20]=2)[CH2:3][CH2:2]1.[C:27]([O:31][C:32]([N:34]1[CH2:39][CH2:38][CH2:37][C@H:36]([NH2:40])[CH2:35]1)=[O:33])([CH3:30])([CH3:29])[CH3:28]. (4) The reactants are: C([O:4][C@H:5]1[CH2:10][CH2:9][C@H:8]([C:11]2[N:15]3[CH:16]=[CH:17][N:18]=[C:19]([NH2:20])[C:14]3=[C:13](Br)[N:12]=2)[CH2:7][CH2:6]1)(=O)C.[N:22]1[CH:27]=[CH:26][CH:25]=[CH:24][C:23]=1[NH:28][C:29]([C:31]1[CH:36]=[CH:35][C:34](B(O)O)=[CH:33][CH:32]=1)=[O:30].C(=O)([O-])[O-].[K+].[K+]. Given the product [NH2:20][C:19]1[C:14]2[N:15]([C:11]([C@H:8]3[CH2:7][CH2:6][C@H:5]([OH:4])[CH2:10][CH2:9]3)=[N:12][C:13]=2[C:34]2[CH:35]=[CH:36][C:31]([C:29]([NH:28][C:23]3[CH:24]=[CH:25][CH:26]=[CH:27][N:22]=3)=[O:30])=[CH:32][CH:33]=2)[CH:16]=[CH:17][N:18]=1, predict the reactants needed to synthesize it. (5) Given the product [F:8][C:6]1[CH:5]=[C:4]([CH2:9][C:10]([NH:12][C@H:13]([C:15]([NH:19][C@@H:20]([CH2:25][CH3:26])[C:21]([O:23][CH3:24])=[O:22])=[O:17])[CH3:14])=[O:11])[CH:3]=[C:2]([F:1])[CH:7]=1, predict the reactants needed to synthesize it. The reactants are: [F:1][C:2]1[CH:3]=[C:4]([CH2:9][C:10]([NH:12][C@H:13]([C:15]([OH:17])=O)[CH3:14])=[O:11])[CH:5]=[C:6]([F:8])[CH:7]=1.Cl.[NH2:19][C@@H:20]([CH2:25][CH3:26])[C:21]([O:23][CH3:24])=[O:22].